The task is: Predict the reactants needed to synthesize the given product.. This data is from Full USPTO retrosynthesis dataset with 1.9M reactions from patents (1976-2016). (1) Given the product [Cl:30][C:6]1[CH:5]=[C:4]([C@@H:12]([CH2:24][CH:25]2[CH2:26][CH2:27][CH2:28][CH2:29]2)[C:13]([NH:15][C:16]2[CH:21]=[CH:20][C:19]([C:22](=[NH:23])[NH:31][OH:32])=[CH:18][N:17]=2)=[O:14])[CH:3]=[CH:2][C:7]=1[S:8]([CH3:11])(=[O:9])=[O:10], predict the reactants needed to synthesize it. The reactants are: Cl[C:2]1[CH:3]=[C:4]([C@@H:12]([CH2:24][CH:25]2[CH2:29][CH2:28][CH2:27][CH2:26]2)[C:13]([NH:15][C:16]2[CH:21]=[CH:20][C:19]([C:22]#[N:23])=[CH:18][N:17]=2)=[O:14])[CH:5]=[CH:6][C:7]=1[S:8]([CH3:11])(=[O:10])=[O:9].[ClH:30].[NH2:31][OH:32].C(=O)([O-])[O-].[Na+].[Na+]. (2) Given the product [ClH:26].[O:1]1[C:5]2[CH:6]=[CH:7][CH:8]=[CH:9][C:4]=2[N:3]=[C:2]1[NH:10][C@H:11]1[CH2:15][NH:14][C@H:13]([C:23]([N:30]2[CH2:31][CH2:32][CH2:33][C@H:29]2[C:27]#[N:28])=[O:25])[CH2:12]1, predict the reactants needed to synthesize it. The reactants are: [O:1]1[C:5]2[CH:6]=[CH:7][CH:8]=[CH:9][C:4]=2[N:3]=[C:2]1[NH:10][C@H:11]1[CH2:15][N:14](C(OC(C)(C)C)=O)[C@H:13]([C:23]([OH:25])=O)[CH2:12]1.[ClH:26].[C:27]([C@@H:29]1[CH2:33][CH2:32][CH2:31][NH:30]1)#[N:28]. (3) Given the product [F:15][CH:2]([F:1])[N:3]1[CH:11]=[C:10]2[C:5]([CH:6]=[CH:7][C:8]([NH2:12])=[CH:9]2)=[N:4]1, predict the reactants needed to synthesize it. The reactants are: [F:1][CH:2]([F:15])[N:3]1[CH:11]=[C:10]2[C:5]([CH:6]=[CH:7][C:8]([N+:12]([O-])=O)=[CH:9]2)=[N:4]1.[N+](C1C=C2C(=CC=1)NN=C2)([O-])=O. (4) Given the product [CH2:23]([C:2]1[C:3]([OH:21])=[N:4][C:5]([N:8]2[CH2:9][CH2:10][NH:11][CH2:12][CH2:13]2)=[N:6][CH:7]=1)[C:24]1[CH:29]=[CH:28][CH:27]=[CH:26][CH:25]=1, predict the reactants needed to synthesize it. The reactants are: Br[C:2]1[C:3]([OH:21])=[N:4][C:5]([N:8]2[CH2:13][CH2:12][N:11](C(OC(C)(C)C)=O)[CH2:10][CH2:9]2)=[N:6][CH:7]=1.[Br-].[CH2:23]([Zn+])[C:24]1[CH:29]=[CH:28][CH:27]=[CH:26][CH:25]=1. (5) Given the product [CH3:16][C:4]1[CH:3]=[C:2]([CH2:17][CH:18]([CH3:20])[CH3:19])[C:10]2[N:9]3[CH2:11][CH2:12][NH:13][C:14](=[O:15])[C:8]3=[CH:7][C:6]=2[CH:5]=1, predict the reactants needed to synthesize it. The reactants are: Br[C:2]1[C:10]2[N:9]3[CH2:11][CH2:12][NH:13][C:14](=[O:15])[C:8]3=[CH:7][C:6]=2[CH:5]=[C:4]([CH3:16])[CH:3]=1.[CH2:17](B(O)O)[CH:18]([CH3:20])[CH3:19]. (6) Given the product [Cl:3][CH:26]([C:22]1[CH:23]=[CH:24][CH:25]=[C:20]([S:17]([CH3:16])(=[O:19])=[O:18])[CH:21]=1)[CH3:27], predict the reactants needed to synthesize it. The reactants are: S(Cl)([Cl:3])=O.C(N(CC)C1C=CC=CC=1)C.[CH3:16][S:17]([C:20]1[CH:21]=[C:22]([CH:26](O)[CH3:27])[CH:23]=[CH:24][CH:25]=1)(=[O:19])=[O:18].CCOC(C)=O. (7) Given the product [F:25][C:2]([F:24])([F:1])[C:3]1[CH:4]=[C:5]([C:13]2[N:17]=[CH:16][N:15](/[CH:18]=[CH:19]\[C:20]([NH:22][NH:23][C:35](=[O:36])[C@H:34]([NH:33][C:31](=[O:32])[O:30][C:26]([CH3:29])([CH3:28])[CH3:27])[CH:38]([CH3:40])[CH3:39])=[O:21])[N:14]=2)[CH:6]=[C:7]([C:9]([F:10])([F:11])[F:12])[CH:8]=1, predict the reactants needed to synthesize it. The reactants are: [F:1][C:2]([F:25])([F:24])[C:3]1[CH:4]=[C:5]([C:13]2[N:17]=[CH:16][N:15](/[CH:18]=[CH:19]\[C:20]([NH:22][NH2:23])=[O:21])[N:14]=2)[CH:6]=[C:7]([C:9]([F:12])([F:11])[F:10])[CH:8]=1.[C:26]([O:30][C:31]([NH:33][C@H:34]([CH:38]([CH3:40])[CH3:39])[C:35](O)=[O:36])=[O:32])([CH3:29])([CH3:28])[CH3:27].C(P1(=O)OP(CCC)(=O)OP(CCC)(=O)O1)CC.CCN(C(C)C)C(C)C.